From a dataset of Full USPTO retrosynthesis dataset with 1.9M reactions from patents (1976-2016). Predict the reactants needed to synthesize the given product. Given the product [CH3:26][CH:27]1[CH2:31][CH:30]([C:32]([O:34][CH3:1])=[O:33])[CH:29]([CH2:35][CH2:36][CH2:37][CH2:38][CH3:39])[C:28]1=[O:40], predict the reactants needed to synthesize it. The reactants are: [C:1](C1CC(C)(C(OC)=O)C(=O)C1CCCCC)#N.S(=O)(=O)(O)O.[OH-].[Na+].[CH3:26][CH:27]1[CH2:31][CH:30]([C:32]([OH:34])=[O:33])[CH:29]([CH2:35][CH2:36][CH2:37][CH2:38][CH3:39])[C:28]1=[O:40].C(=O)([O-])[O-].[K+].[K+].CI.[Na+].[Cl-].